From a dataset of Forward reaction prediction with 1.9M reactions from USPTO patents (1976-2016). Predict the product of the given reaction. (1) Given the reactants Cl[C:2]1[N:3]=[C:4]([NH:21][C:22]2[CH:30]=[CH:29][CH:28]=[C:27]([F:31])[C:23]=2[C:24](N)=[O:25])[C:5]2[CH:10]=[CH:9][N:8]([S:11]([C:14]3[CH:19]=[CH:18][C:17]([CH3:20])=[CH:16][CH:15]=3)(=[O:13])=[O:12])[C:6]=2[N:7]=1.[CH3:32][N:33]([CH2:35][C:36]([N:38]1[C:47]2[C:42](=[CH:43][C:44]([O:49][CH3:50])=[C:45]([NH2:48])[CH:46]=2)[CH2:41][CH2:40][CH2:39]1)=[O:37])[CH3:34].Cl.O1CCOCC1, predict the reaction product. The product is: [CH3:32][N:33]([CH3:34])[CH2:35][C:36]([N:38]1[C:47]2[C:42](=[CH:43][C:44]([O:49][CH3:50])=[C:45]([NH:48][C:2]3[N:3]4[C:4](=[N:21][C:22]5[C:23]([C:24]4=[O:25])=[C:27]([F:31])[CH:28]=[CH:29][CH:30]=5)[C:5]4[CH:10]=[CH:9][N:8]([S:11]([C:14]5[CH:19]=[CH:18][C:17]([CH3:20])=[CH:16][CH:15]=5)(=[O:13])=[O:12])[C:6]=4[N:7]=3)[CH:46]=2)[CH2:41][CH2:40][CH2:39]1)=[O:37]. (2) Given the reactants [CH2:1]([O:8][C:9]1[CH:18]=[C:17]2[C:12]([C:13]([NH:22][CH2:23][CH2:24][CH2:25][NH:26][C:27](=[O:33])[O:28][C:29]([CH3:32])([CH3:31])[CH3:30])=[C:14]([N+:19]([O-])=O)[CH:15]=[N:16]2)=[CH:11][CH:10]=1)[C:2]1[CH:7]=[CH:6][CH:5]=[CH:4][CH:3]=1, predict the reaction product. The product is: [NH2:19][C:14]1[CH:15]=[N:16][C:17]2[C:12]([C:13]=1[NH:22][CH2:23][CH2:24][CH2:25][NH:26][C:27](=[O:33])[O:28][C:29]([CH3:31])([CH3:30])[CH3:32])=[CH:11][CH:10]=[C:9]([O:8][CH2:1][C:2]1[CH:3]=[CH:4][CH:5]=[CH:6][CH:7]=1)[CH:18]=2. (3) The product is: [Br:1][C:2]1[N:6]2[N:7]=[C:8]([NH:16][CH2:15][C:14]3[CH:17]=[C:18]([F:21])[CH:19]=[CH:20][C:13]=3[F:12])[CH:9]=[CH:10][C:5]2=[N:4][CH:3]=1. Given the reactants [Br:1][C:2]1[N:6]2[N:7]=[C:8](Cl)[CH:9]=[CH:10][C:5]2=[N:4][CH:3]=1.[F:12][C:13]1[CH:20]=[CH:19][C:18]([F:21])=[CH:17][C:14]=1[CH2:15][NH2:16].[F-].[K+], predict the reaction product.